This data is from Merck oncology drug combination screen with 23,052 pairs across 39 cell lines. The task is: Regression. Given two drug SMILES strings and cell line genomic features, predict the synergy score measuring deviation from expected non-interaction effect. (1) Drug 1: CCN(CC)CCNC(=O)c1c(C)[nH]c(C=C2C(=O)Nc3ccc(F)cc32)c1C. Drug 2: COC1=C2CC(C)CC(OC)C(O)C(C)C=C(C)C(OC(N)=O)C(OC)C=CC=C(C)C(=O)NC(=CC1=O)C2=O. Cell line: VCAP. Synergy scores: synergy=14.3. (2) Drug 1: COC12C(COC(N)=O)C3=C(C(=O)C(C)=C(N)C3=O)N1CC1NC12. Drug 2: CC1(c2nc3c(C(N)=O)cccc3[nH]2)CCCN1. Cell line: A375. Synergy scores: synergy=11.9.